Dataset: hERG potassium channel inhibition data for cardiac toxicity prediction from Karim et al.. Task: Regression/Classification. Given a drug SMILES string, predict its toxicity properties. Task type varies by dataset: regression for continuous values (e.g., LD50, hERG inhibition percentage) or binary classification for toxic/non-toxic outcomes (e.g., AMES mutagenicity, cardiotoxicity, hepatotoxicity). Dataset: herg_karim. (1) The molecule is COC(=O)C1=CC[C@@H]2CC[C@@H]1N2C. The result is 0 (non-blocker). (2) The drug is O=C(NC[C@@H](O)CN1CCC(Oc2ccc(Cl)c(Cl)c2)CC1)c1n[nH]c(=O)c2ccccc12. The result is 1 (blocker). (3) The result is 0 (non-blocker). The drug is NC(=O)c1ccc(-c2nc(-c3ccccn3)c(-c3ccc4c(c3)OCO4)[nH]2)cc1.